From a dataset of Reaction yield outcomes from USPTO patents with 853,638 reactions. Predict the reaction yield, written as a fraction of the theoretical maximum amount of product (1.0 means a 100% yield; for example, 0.34 means a 34% yield). (1) The reactants are Cl[C:2]1[C:7]2[C:8](=[O:22])[N:9](CC3C=CC(OC)=CC=3OC)[CH2:10][C:6]=2[C:5]([F:23])=[C:4]([NH:24][C@@H:25]2[CH2:30][CH2:29][CH2:28][CH2:27][C@@H:26]2[NH:31]C(=O)OC(C)(C)C)[N:3]=1.[BrH:39]. The catalyst is CC(O)=O. The product is [NH2:31][C@H:26]1[CH2:27][CH2:28][CH2:29][CH2:30][C@H:25]1[NH:24][C:4]1[N:3]=[C:2]([Br:39])[C:7]2[C:8](=[O:22])[NH:9][CH2:10][C:6]=2[C:5]=1[F:23]. The yield is 0.300. (2) The reactants are [CH3:1][C:2]1[CH:11]=[CH:10][C:9]([N:12]2[CH2:17][CH2:16][N:15]([CH3:18])[CH2:14][CH2:13]2)=[C:8]2[C:3]=1[CH2:4][CH2:5][C@@H:6]([NH:19][C:20](=[O:33])[C:21]1[CH:26]=[CH:25][C:24]([N:27]3[CH2:32][CH2:31][O:30][CH2:29][CH2:28]3)=[CH:23][CH:22]=1)[CH2:7]2.[CH2:34]([C:40]([OH:42])=[O:41])[C@H:35]([OH:39])[C:36]([OH:38])=[O:37]. The catalyst is O1CCCC1. The product is [C:36]([OH:38])(=[O:37])[C@H:35]([CH2:34][C:40]([OH:42])=[O:41])[OH:39].[CH3:1][C:2]1[CH:11]=[CH:10][C:9]([N:12]2[CH2:17][CH2:16][N:15]([CH3:18])[CH2:14][CH2:13]2)=[C:8]2[C:3]=1[CH2:4][CH2:5][C@@H:6]([NH:19][C:20](=[O:33])[C:21]1[CH:26]=[CH:25][C:24]([N:27]3[CH2:32][CH2:31][O:30][CH2:29][CH2:28]3)=[CH:23][CH:22]=1)[CH2:7]2. The yield is 0.770. (3) The reactants are Cl.[Cl:2][C:3]1[CH:8]=[CH:7][C:6]([NH:9]N)=[CH:5][CH:4]=1.[O:11]1[CH:16]=[CH:15][CH2:14][CH2:13][CH2:12]1. The catalyst is O.O1CCOCC1.C(OCC)(=O)C. The product is [Cl:2][C:3]1[CH:8]=[C:7]2[C:6](=[CH:5][CH:4]=1)[NH:9][CH:16]=[C:15]2[CH2:14][CH2:13][CH2:12][OH:11]. The yield is 0.640. (4) The reactants are Br[C:2]1[C:7](=[O:8])[N:6]([CH2:9][C:10]2[CH:15]=[CH:14][C:13]([C:16]3[C:17]([C:22]#[N:23])=[CH:18][CH:19]=[CH:20][CH:21]=3)=[CH:12][CH:11]=2)[C:5]([O:24][CH2:25][CH3:26])=[N:4][C:3]=1[CH3:27].[CH3:28][CH:29]1[CH2:33][C:32]2[CH:34]=[C:35](B(O)O)[CH:36]=[CH:37][C:31]=2[O:30]1.C(=O)([O-])[O-].[Cs+].[Cs+]. The catalyst is O1CCOCC1.C(OCC)(=O)C.C1C=CC(P(C2C=CC=CC=2)[C-]2C=CC=C2)=CC=1.C1C=CC(P(C2C=CC=CC=2)[C-]2C=CC=C2)=CC=1.Cl[Pd]Cl.[Fe+2]. The product is [CH2:25]([O:24][C:5]1[N:6]([CH2:9][C:10]2[CH:15]=[CH:14][C:13]([C:16]3[C:17]([C:22]#[N:23])=[CH:18][CH:19]=[CH:20][CH:21]=3)=[CH:12][CH:11]=2)[C:7](=[O:8])[C:2]([C:35]2[CH:36]=[CH:37][C:31]3[O:30][CH:29]([CH3:28])[CH2:33][C:32]=3[CH:34]=2)=[C:3]([CH3:27])[N:4]=1)[CH3:26]. The yield is 0.680.